From a dataset of Forward reaction prediction with 1.9M reactions from USPTO patents (1976-2016). Predict the product of the given reaction. (1) Given the reactants [CH3:1][O:2][C:3]1[CH:4]=[C:5]([CH:9]=[C:10]([C:12]([F:15])([F:14])[F:13])[CH:11]=1)[C:6]([NH2:8])=[O:7].C[O:17][C:18](=[O:24])[CH2:19][C:20]([CH2:22]Cl)=O, predict the reaction product. The product is: [CH3:1][O:2][C:3]1[CH:4]=[C:5]([C:6]2[O:7][CH:22]=[C:20]([CH2:19][C:18]([OH:24])=[O:17])[N:8]=2)[CH:9]=[C:10]([C:12]([F:13])([F:14])[F:15])[CH:11]=1. (2) Given the reactants Cl.[C:2]1([C:8]2[CH:9]=[C:10]3[C:14](=[C:15]([C:17]([NH2:19])=[O:18])[CH:16]=2)[NH:13][N:12]=[C:11]3[CH:20]2[CH2:25][CH2:24][NH:23][CH2:22][CH2:21]2)[CH:7]=[CH:6][CH:5]=[CH:4][CH:3]=1.[CH:26]([S:29](Cl)(=[O:31])=[O:30])([CH3:28])[CH3:27].C(N(CC)CC)C, predict the reaction product. The product is: [CH3:27][CH:26]([S:29]([N:23]1[CH2:24][CH2:25][CH:20]([C:11]2[C:10]3[C:14](=[C:15]([C:17]([NH2:19])=[O:18])[CH:16]=[C:8]([C:2]4[CH:3]=[CH:4][CH:5]=[CH:6][CH:7]=4)[CH:9]=3)[NH:13][N:12]=2)[CH2:21][CH2:22]1)(=[O:31])=[O:30])[CH3:28].